Dataset: NCI-60 drug combinations with 297,098 pairs across 59 cell lines. Task: Regression. Given two drug SMILES strings and cell line genomic features, predict the synergy score measuring deviation from expected non-interaction effect. (1) Drug 1: CS(=O)(=O)C1=CC(=C(C=C1)C(=O)NC2=CC(=C(C=C2)Cl)C3=CC=CC=N3)Cl. Drug 2: CCCCCOC(=O)NC1=NC(=O)N(C=C1F)C2C(C(C(O2)C)O)O. Cell line: MOLT-4. Synergy scores: CSS=10.4, Synergy_ZIP=-1.66, Synergy_Bliss=3.94, Synergy_Loewe=1.84, Synergy_HSA=2.37. (2) Drug 1: CC1C(C(CC(O1)OC2CC(CC3=C2C(=C4C(=C3O)C(=O)C5=C(C4=O)C(=CC=C5)OC)O)(C(=O)CO)O)N)O.Cl. Drug 2: C1=NC2=C(N1)C(=S)N=C(N2)N. Cell line: SN12C. Synergy scores: CSS=20.5, Synergy_ZIP=0.451, Synergy_Bliss=0.148, Synergy_Loewe=-12.1, Synergy_HSA=-0.948. (3) Drug 1: C1=CC(=CC=C1CCCC(=O)O)N(CCCl)CCCl. Drug 2: CC1CCCC2(C(O2)CC(NC(=O)CC(C(C(=O)C(C1O)C)(C)C)O)C(=CC3=CSC(=N3)C)C)C. Cell line: SF-295. Synergy scores: CSS=46.5, Synergy_ZIP=2.05, Synergy_Bliss=-0.909, Synergy_Loewe=1.61, Synergy_HSA=0.694. (4) Drug 1: C1=NC(=NC(=O)N1C2C(C(C(O2)CO)O)O)N. Drug 2: C1=CN(C=N1)CC(O)(P(=O)(O)O)P(=O)(O)O. Cell line: UACC-257. Synergy scores: CSS=6.96, Synergy_ZIP=-3.45, Synergy_Bliss=0.596, Synergy_Loewe=1.51, Synergy_HSA=1.48. (5) Drug 1: CS(=O)(=O)C1=CC(=C(C=C1)C(=O)NC2=CC(=C(C=C2)Cl)C3=CC=CC=N3)Cl. Drug 2: CC12CCC(CC1=CCC3C2CCC4(C3CC=C4C5=CN=CC=C5)C)O. Cell line: EKVX. Synergy scores: CSS=5.36, Synergy_ZIP=3.87, Synergy_Bliss=0.641, Synergy_Loewe=-1.69, Synergy_HSA=-0.801.